Dataset: Reaction yield outcomes from USPTO patents with 853,638 reactions. Task: Predict the reaction yield, written as a fraction of the theoretical maximum amount of product (1.0 means a 100% yield; for example, 0.34 means a 34% yield). (1) The reactants are Cl.[NH2:2][C@@H:3]([CH2:19][C:20]1[CH:25]=[CH:24][C:23]([OH:26])=[C:22]([OH:27])[CH:21]=1)[C:4]([O:6][CH2:7][C@H:8]([O:10][C:11]([C:13]1[CH:18]=[CH:17][CH:16]=[CH:15][CH:14]=1)=[O:12])[CH3:9])=[O:5].C([O-])(O)=O.[Na+].[CH3:33][S:34]([OH:37])(=[O:36])=[O:35]. No catalyst specified. The product is [S:34]([OH:37])(=[O:36])(=[O:35])[CH3:33].[NH2:2][C@@H:3]([CH2:19][C:20]1[CH:25]=[CH:24][C:23]([OH:26])=[C:22]([OH:27])[CH:21]=1)[C:4]([O:6][CH2:7][C@H:8]([O:10][C:11]([C:13]1[CH:18]=[CH:17][CH:16]=[CH:15][CH:14]=1)=[O:12])[CH3:9])=[O:5]. The yield is 0.984. (2) The reactants are [OH:1][C:2]1[NH:7][C:6](=[O:8])[N:5]([CH2:9][C:10]2[CH:15]=[CH:14][CH:13]=[CH:12][CH:11]=2)[C:4](=[O:16])[C:3]=1[C:17]([NH:19][CH2:20][C:21]([O:23]CC)=[O:22])=[O:18].[Cl:26][C:27]1[CH:34]=[CH:33][CH:32]=[C:31]([Cl:35])[C:28]=1[CH2:29]Br.C(=O)([O-])[O-].[Na+].[Na+].Cl. The catalyst is CN(C)C=O. The product is [Cl:26][C:27]1[CH:34]=[CH:33][CH:32]=[C:31]([Cl:35])[C:28]=1[CH2:29][N:7]1[C:2]([OH:1])=[C:3]([C:17]([NH:19][CH2:20][C:21]([OH:23])=[O:22])=[O:18])[C:4](=[O:16])[N:5]([CH2:9][C:10]2[CH:15]=[CH:14][CH:13]=[CH:12][CH:11]=2)[C:6]1=[O:8]. The yield is 0.110. (3) The reactants are [NH2:1][C:2]1[CH:7]=[CH:6][CH:5]=[C:4]([C:8]2[CH:13]=[CH:12][CH:11]=[CH:10][CH:9]=2)[C:3]=1[N+:14]([O-])=O.[Cl:17][CH2:18][C:19](O)=O. The catalyst is CO.[Pd]. The product is [Cl:17][CH2:18][C:19]1[NH:1][C:2]2[CH:7]=[CH:6][CH:5]=[C:4]([C:8]3[CH:13]=[CH:12][CH:11]=[CH:10][CH:9]=3)[C:3]=2[N:14]=1. The yield is 0.920. (4) The reactants are [Na].[CH3:2][C@H:3]([CH2:19][CH2:20][CH3:21])[CH2:4][C:5]([N:7]1[C@H:11]([C:12]2[CH:17]=[CH:16][CH:15]=[CH:14][CH:13]=2)[CH2:10][O:9][C:8]1=[O:18])=[O:6].[CH3:22]I. The catalyst is C1COCC1. The product is [CH3:22][C@H:4]([C@H:3]([CH3:2])[CH2:19][CH2:20][CH3:21])[C:5]([N:7]1[C@H:11]([C:12]2[CH:17]=[CH:16][CH:15]=[CH:14][CH:13]=2)[CH2:10][O:9][C:8]1=[O:18])=[O:6]. The yield is 0.565. (5) The reactants are [Cl:1][C:2]1[N:7]=[CH:6][C:5](N)=[CH:4][C:3]=1[CH3:9].[ClH:10].N([O-])=O.[Na+].[S:15](=[O:17])=[O:16]. No catalyst specified. The product is [Cl:1][C:2]1[N:7]=[CH:6][C:5]([S:15]([Cl:10])(=[O:17])=[O:16])=[CH:4][C:3]=1[CH3:9]. The yield is 0.620. (6) The reactants are C(OC[Li])C.C(C1C=CC(C2C=CC(C(C)(C)C)=CC=2)=CC=1)(C)(C)C.[CH2:26]([O:28][CH2:29]Cl)[CH3:27].[Br:31][C:32]1[CH:37]=[CH:36][C:35]([NH:38][C:39]2[C:40]([CH:49]=[O:50])=[CH:41][C:42]3[NH:46][CH:45]=[N:44][C:43]=3[C:47]=2[F:48])=[C:34]([Cl:51])[CH:33]=1. The catalyst is C1COCC1. The product is [Br:31][C:32]1[CH:37]=[CH:36][C:35]([NH:38][C:39]2[C:40]([CH:49]([OH:50])[CH2:29][O:28][CH2:26][CH3:27])=[CH:41][C:42]3[NH:46][CH:45]=[N:44][C:43]=3[C:47]=2[F:48])=[C:34]([Cl:51])[CH:33]=1. The yield is 0.440. (7) The reactants are Cl[C:2]1[CH:7]=[C:6]([C:8]([F:11])([F:10])[F:9])[N:5]=[C:4]([C:12]2[CH:17]=[CH:16][CH:15]=[C:14]([Cl:18])[CH:13]=2)[CH:3]=1.[CH2:19]([O:21][C:22](=[O:31])[CH2:23][C:24]1[CH:29]=[CH:28][C:27]([NH2:30])=[CH:26][CH:25]=1)[CH3:20].C1C=CC(P(C2C(C3C(P(C4C=CC=CC=4)C4C=CC=CC=4)=CC=C4C=3C=CC=C4)=C3C(C=CC=C3)=CC=2)C2C=CC=CC=2)=CC=1.C(=O)([O-])[O-].[Cs+].[Cs+]. The catalyst is O1CCOCC1.C([O-])(=O)C.[Pd+2].C([O-])(=O)C. The product is [Cl:18][C:14]1[CH:13]=[C:12]([C:4]2[CH:3]=[C:2]([NH:30][C:27]3[CH:26]=[CH:25][C:24]([CH2:23][C:22]([O:21][CH2:19][CH3:20])=[O:31])=[CH:29][CH:28]=3)[CH:7]=[C:6]([C:8]([F:11])([F:10])[F:9])[N:5]=2)[CH:17]=[CH:16][CH:15]=1. The yield is 0.280. (8) The reactants are [F:1][C:2]1[CH:7]=[CH:6][C:5]([NH2:8])=[CH:4][CH:3]=1.C1N=CN([C:14](N2C=NC=C2)=[O:15])C=1.[CH2:21]([O:23][C:24](=[O:43])[CH2:25][CH2:26][C:27]1[CH:32]=[CH:31][CH:30]=[C:29]([N:33]2[C:37]([NH2:38])=[CH:36][C:35]([C:39]([CH3:42])([CH3:41])[CH3:40])=[N:34]2)[CH:28]=1)[CH3:22].O. The catalyst is CN(C=O)C. The product is [CH2:21]([O:23][C:24](=[O:43])[CH2:25][CH2:26][C:27]1[CH:32]=[CH:31][CH:30]=[C:29]([N:33]2[C:37]([NH:38][C:14]([NH:8][C:5]3[CH:6]=[CH:7][C:2]([F:1])=[CH:3][CH:4]=3)=[O:15])=[CH:36][C:35]([C:39]([CH3:42])([CH3:41])[CH3:40])=[N:34]2)[CH:28]=1)[CH3:22]. The yield is 0.330.